This data is from Experimentally validated miRNA-target interactions with 360,000+ pairs, plus equal number of negative samples. The task is: Binary Classification. Given a miRNA mature sequence and a target amino acid sequence, predict their likelihood of interaction. (1) The miRNA is hsa-miR-7106-5p with sequence UGGGAGGAGGGGAUCUUGGG. The protein sequence of the target gene is MNLTEDYMVFEDVAIHFSQEEWGILNDVQRHLHSDVMLENFALLSSVGCWHGAKDEEAPSKQCVSVGVSQVTTLKPALSTQKAQPCETCSSLLKDILHLAEHDGTHPKRTAKLYLHQKEHLREKLTRSDEGRPSFVNDSVHLAKRNLTCMQGGKDFTGDSDLQQQALHSGWKPHRDTHGVEAFQSGQNNYSCTQCGKDFCHQHTLFEHQKIHTEERPYECSECGKLFRYNSDLIKHQRNHTGERPYKCSECGKAFSLKYNVVQHQKIHTGERPYECSECGKAFLRKSHLLQHQRIHTRPR.... Result: 1 (interaction). (2) The miRNA is mmu-miR-9768-3p with sequence ACUGCCUUCCUUUGUGUGGCCCAG. The protein sequence of the target gene is MEKDKHSHFYNQKSDFRIEHSMLEELENKLIHSRKTERAKIQQQLAKIHNNVKKLQHQLKDVKPTPDFVEKLREMMEEIENAINTFKEEQRLIYEELIKEEKTTNNELSAISRKIDTWALGNSETEKAFRAISSKVPVDKVTPSTLPEEVLDFEKFLQQTGGRQGAWDDYDHQNFVKVRNKHKGKPTFMEEVLEHLPGKTQDEVQQHEKWYQKFLALEERKKESIQIWKTKKQQKREEIFKLKEKADNTPVLFHNKQEDNQKQKEEQRKKQKLAVEAWKKQKSIEMSMKCASQLKEEEEK.... Result: 0 (no interaction). (3) The miRNA is mmu-miR-125a-3p with sequence ACAGGUGAGGUUCUUGGGAGCC. The protein sequence of the target gene is MVICCAAVNCSNRQGKGEKRAVSFHRFPLKDSKRLIQWLKAVQRDNWTPTKYSFLCSEHFTKDSFSKRLEDQHRLLKPTAVPSIFHLTEKKRGAGGHGRTRRKDASKATGGVRGHSSAATSRGAAGWSPSSSGNPMAKPESRRLKQAALQGEATPRAAQEAASQEQAQQALERTPGDGLATMVAGSQGKAEASATDAGDESATSSIEGGVTDKSGISMDDFTPPGSGACKFIGSLHSYSFSSKHTRERPSVPREPIDRKRLKKDVEPSCSGSSLGPDKGLAQSPPSSSLTATPQKPSQSP.... Result: 0 (no interaction). (4) Result: 0 (no interaction). The miRNA is rno-miR-130a-3p with sequence CAGUGCAAUGUUAAAAGGGCAU. The protein sequence of the target gene is MAPPGSSTVFLLALTIIASTWALTPTHYLTKHDVERLKASLDRPFTNLESAFYSIVGLSSLGAQVPDAKKACTYIRSNLDPSNVDSLFYAAQASQALSGCEISISNETKDLLLAAVSEDSSVTQIYHAVAALSGFGLPLASQEALSALTARLSKEETVLATVQALQTASHLSQQADLRSIVEEIEDLVARLDELGGVYLQFEEGLETTALFVAATYKLMDHVGTEPSIKEDQVIQLMNAIFSKKNFESLSEAFSVASAAAVLSHNRYHVPVVVVPEGSASDTHEQAILRLQVTNVLSQPL.... (5) The miRNA is dme-miR-iab-8-5p with sequence UUACGUAUACUGAAGGUAUACCG. The protein sequence of the target gene is MKDRLEQLKAKQLTQDDDTDAVEIAIDNTAFMDEFFSEIEETRLNIDKISEHVEEAKKLYSIILSAPIPEPKTKDDLEQLTTEIKKRANNVRNKLKSMEKHIEEDEVRSSADLRIRKSQHSVLSRKFVEVMTKYNEAQVDFRERSKGRIQRQLEITGKKTTDEELEEMLESGNPAIFTSGIIDSQISKQALSEIEGRHKDIVRLESSIKELHDMFMDIAMLVENQGEMLDNIELNVMHTVDHVEKARDETKKAVKYQSQARKKLIIIIVLVVVLLGILALIIGLSVGLN. Result: 0 (no interaction). (6) The miRNA is mmu-miR-466i-3p with sequence AUACACACACACAUACACACUA. The protein sequence of the target gene is MIMTESREVIDLDPPAETSQEQEDLFIVKVEEEDCTWMQEYNPPTFETFYQRFRHFQYHEASGPREALSQLRVLCCEWLRPELHTKEQILELLVLEQFLTILPEEFQPWVREHHPESGEEAVAVIENIQRELEERRQQIVACPDVLPRKMATPGAVQESCSPHPLTVDTQPEQAPQKPRLLEENALPVLQVPSLPLKDSQELTASLLSTGSQKLVKIEEVADVAVSFILEEWGHLDQSQKSLYRDDRKENYGSITSMGYESRDNMELIVKQISDDSESHWVAPEHTERSVPQDPDFAEVS.... Result: 0 (no interaction). (7) The miRNA is hsa-miR-6769b-5p with sequence UGGUGGGUGGGGAGGAGAAGUGC. The protein sequence of the target gene is MAAVVLAATRLLRGSGSWGCSRLRFGPPAYRRFSSGGAYPNIPLSSPLPGVPKPVFATVDGQEKFETKVTTLDNGLRVASQNKFGQFCTVGILINSGSRYEAKYLSGIAHFLEKLAFSSTARFDSKDEILLTLEKHGGICDCQTSRDTTMYAVSADSKGLDTVVALLADVVLQPRLTDEEVEMTRMAVQFELEDLNLRPDPEPLLTEMIHEAAYRENTVGLHRFCPTENVAKINREVLHSYLRNYYTPDRMVLAGVGVEHEHLVDCARKYLLGVQPAWGSAEAVDIDRSVAQYTGGIAKL.... Result: 1 (interaction). (8) Result: 0 (no interaction). The protein sequence of the target gene is MKPSAECCSPKFWLVLAVLAVSGSKARSQKSAPSIGIAVILVGTSDEVAIKDAHEKDDFHHLSVVPRVELVAMNETDPKSIITRICDLMSDRKIQGVVLADDTDQEAIAQILDFISAQTLTPILGIHGGSSMIMADKDESSMFFQFGPSIEQQASVMLNIMEEYDWYIFSIVTTYFPGYQDFVNKIRSTIENSFVGWELEEVLLLDMSLDDGDSKIQNQLKKLQSPIILLYCTKEEATYIFEVANSVGLTGYGYTWIVPSLVAGDTDTVPSEFPTGLISVSYDEWDYGLPARVRDGIAII.... The miRNA is hsa-miR-2053 with sequence GUGUUAAUUAAACCUCUAUUUAC.